Dataset: Full USPTO retrosynthesis dataset with 1.9M reactions from patents (1976-2016). Task: Predict the reactants needed to synthesize the given product. Given the product [F:17][C:14]1[CH:13]=[N:12][C:11]([C:9](=[O:31])[CH3:10])=[N:16][CH:15]=1, predict the reactants needed to synthesize it. The reactants are: BrC1C(NC2C=C(OC(C)C)NN=2)=NC(N[C@H:9]([C:11]2[N:16]=[CH:15][C:14]([F:17])=[CH:13][N:12]=2)[CH3:10])=NC=1.C1C[O:31]CC1.C[Mg+].[Br-].